Dataset: Reaction yield outcomes from USPTO patents with 853,638 reactions. Task: Predict the reaction yield, written as a fraction of the theoretical maximum amount of product (1.0 means a 100% yield; for example, 0.34 means a 34% yield). (1) The reactants are [C:1]([O:4][CH:5]1[CH2:13][C:12]2[C:7](=[CH:8][CH:9]=[C:10](C[C@H](NC(OC(C)(C)C)=O)C(O)=O)[CH:11]=2)[CH2:6]1)(=[O:3])[CH3:2].C1C2C(=CC=CC=2)CC1O. The catalyst is C(Cl)(=O)C. The product is [C:1]([O:4][CH:5]1[CH2:13][C:12]2[C:7](=[CH:8][CH:9]=[CH:10][CH:11]=2)[CH2:6]1)(=[O:3])[CH3:2]. The yield is 0.990. (2) The reactants are C([O:3][C:4](=[O:30])[CH:5]([O:27][CH2:28][CH3:29])[CH2:6][C:7]1[CH:12]=[CH:11][C:10]([O:13][CH2:14][CH2:15][C:16]2[CH:21]=[CH:20][C:19]([NH:22][S:23]([CH3:26])(=[O:25])=[O:24])=[CH:18][CH:17]=2)=[CH:9][CH:8]=1)C.O.[OH-].[Li+]. The catalyst is O1CCCC1.O. The product is [CH2:28]([O:27][CH:5]([CH2:6][C:7]1[CH:8]=[CH:9][C:10]([O:13][CH2:14][CH2:15][C:16]2[CH:17]=[CH:18][C:19]([NH:22][S:23]([CH3:26])(=[O:24])=[O:25])=[CH:20][CH:21]=2)=[CH:11][CH:12]=1)[C:4]([OH:30])=[O:3])[CH3:29]. The yield is 1.00.